From a dataset of Reaction yield outcomes from USPTO patents with 853,638 reactions. Predict the reaction yield, written as a fraction of the theoretical maximum amount of product (1.0 means a 100% yield; for example, 0.34 means a 34% yield). (1) The reactants are [NH3:1].Cl[C:3]([C:5]([F:16])([F:15])[CH:6]([O:9][C:10](=[O:14])[C:11]([CH3:13])=[CH2:12])[CH2:7][CH3:8])=[O:4]. No catalyst specified. The product is [NH2:1][C:3]([C:5]([F:16])([F:15])[CH:6]([O:9][C:10](=[O:14])[C:11]([CH3:13])=[CH2:12])[CH2:7][CH3:8])=[O:4]. The yield is 0.860. (2) The reactants are Cl[C:2]1[CH:3]=[C:4]([C:14]([NH:16][CH2:17][C:18]2[C:19](=[O:26])[NH:20][C:21]([CH3:25])=[CH:22][C:23]=2[CH3:24])=[O:15])[C:5]2[CH:10]=[N:9][N:8]([CH:11]([CH3:13])[CH3:12])[C:6]=2[N:7]=1.[F:27][C:28]1[CH:33]=[CH:32][C:31](B(O)O)=[CH:30][CH:29]=1.C(=O)([O-])[O-].[Na+].[Na+].B(O)O. The catalyst is O1CCOCC1.C1C=CC(P(C2C=CC=CC=2)[C-]2C=CC=C2)=CC=1.C1C=CC(P(C2C=CC=CC=2)[C-]2C=CC=C2)=CC=1.Cl[Pd]Cl.[Fe+2].C(Cl)Cl. The product is [CH3:24][C:23]1[CH:22]=[C:21]([CH3:25])[NH:20][C:19](=[O:26])[C:18]=1[CH2:17][NH:16][C:14]([C:4]1[C:5]2[CH:10]=[N:9][N:8]([CH:11]([CH3:13])[CH3:12])[C:6]=2[N:7]=[C:2]([C:31]2[CH:32]=[CH:33][C:28]([F:27])=[CH:29][CH:30]=2)[CH:3]=1)=[O:15]. The yield is 0.120. (3) The reactants are C1COCC1.Br[C:7](Br)=[CH:8][CH2:9][CH2:10]/[CH:11]=[C:12](\[CH3:22])/[CH2:13][CH2:14][CH2:15][CH2:16][CH2:17][CH2:18][CH2:19][CH2:20][CH3:21].[Li]CCCC. The catalyst is CCCCCC. The product is [CH3:22]/[C:12](/[CH2:13][CH2:14][CH2:15][CH2:16][CH2:17][CH2:18][CH2:19][CH2:20][CH3:21])=[CH:11]\[CH2:10][CH2:9][C:8]#[CH:7]. The yield is 0.880. (4) The product is [Cl:1][CH:2]([Cl:17])[C:3]1[CH:4]=[C:5]([C:7]2[CH:12]=[CH:11][C:10]([O:13][CH3:14])=[C:9]([F:15])[CH:8]=2)[N:24]([C:23]2[CH:18]=[CH:19][C:20]([S:26]([NH2:29])(=[O:28])=[O:27])=[CH:21][CH:22]=2)[N:25]=1. The reactants are [Cl:1][CH:2]([Cl:17])[C:3](=O)[CH2:4][C:5]([C:7]1[CH:12]=[CH:11][C:10]([O:13][CH3:14])=[C:9]([F:15])[CH:8]=1)=O.[CH:18]1[C:23]([NH:24][NH2:25])=[CH:22][CH:21]=[C:20]([S:26]([NH2:29])(=[O:28])=[O:27])[CH:19]=1.Cl.O. The catalyst is C(O)C. The yield is 0.630. (5) The reactants are [C:1]([O:5][C:6]([NH:8][C@H:9]([C:18]([O:20][CH3:21])=[O:19])[CH2:10][C:11]1[CH:16]=[CH:15][C:14]([OH:17])=[CH:13][CH:12]=1)=[O:7])([CH3:4])([CH3:3])[CH3:2].[C:22]([O:26][C:27]([N:29]1[CH2:34][CH2:33][O:32][C:31]2[CH:35]=[CH:36][C:37]([CH2:39][CH2:40]O)=[N:38][C:30]1=2)=[O:28])([CH3:25])([CH3:24])[CH3:23].C1(P(C2C=CC=CC=2)C2C=CC=CC=2)C=CC=CC=1.C1CCN(C(N=NC(N2CCCCC2)=O)=O)CC1. No catalyst specified. The product is [C:22]([O:26][C:27]([N:29]1[CH2:34][CH2:33][O:32][C:31]2[CH:35]=[CH:36][C:37]([CH2:39][CH2:40][O:17][C:14]3[CH:13]=[CH:12][C:11]([CH2:10][C@@H:9]([C:18]([O:20][CH3:21])=[O:19])[NH:8][C:6]([O:5][C:1]([CH3:3])([CH3:4])[CH3:2])=[O:7])=[CH:16][CH:15]=3)=[N:38][C:30]1=2)=[O:28])([CH3:25])([CH3:24])[CH3:23]. The yield is 0.720.